Dataset: CYP2C19 inhibition data for predicting drug metabolism from PubChem BioAssay. Task: Regression/Classification. Given a drug SMILES string, predict its absorption, distribution, metabolism, or excretion properties. Task type varies by dataset: regression for continuous measurements (e.g., permeability, clearance, half-life) or binary classification for categorical outcomes (e.g., BBB penetration, CYP inhibition). Dataset: cyp2c19_veith. (1) The drug is CC(=O)NN1C(=O)/C(=C\c2ccc(C)cc2)SC1=S. The result is 1 (inhibitor). (2) The drug is COn1c(SCc2ccc(Cl)cc2)nc2ccccc2c1=O. The result is 1 (inhibitor). (3) The compound is O=C1CCCC2=C1C(c1ccc(Cl)cc1)C1C(=O)c3ccccc3C1=N2. The result is 1 (inhibitor).